The task is: Predict the reaction yield, written as a fraction of the theoretical maximum amount of product (1.0 means a 100% yield; for example, 0.34 means a 34% yield).. This data is from Reaction yield outcomes from USPTO patents with 853,638 reactions. (1) The reactants are [F:1][C:2]1[CH:7]=[CH:6][C:5]([C:8]2[N:12]([CH3:13])[N:11]=[CH:10][C:9]=2/[CH:14]=[CH:15]/[C:16]([NH:18][C:19]2[CH:24]=[CH:23][C:22]([CH2:25]SC)=[CH:21][CH:20]=2)=[O:17])=[CH:4][CH:3]=1.Cl[C:29]1C=CC=C(C(OO)=O)C=1.[S:39]([O-:42])([O-])=[O:40].[Na+].[Na+]. The catalyst is O1CCCC1. The product is [F:1][C:2]1[CH:3]=[CH:4][C:5]([C:8]2[N:12]([CH3:13])[N:11]=[CH:10][C:9]=2/[CH:14]=[CH:15]/[C:16]([NH:18][C:19]2[CH:20]=[CH:21][C:22]([CH2:25][S:39]([CH3:29])(=[O:42])=[O:40])=[CH:23][CH:24]=2)=[O:17])=[CH:6][CH:7]=1. The yield is 0.750. (2) The reactants are [Li+].C[Si]([N-][Si](C)(C)C)(C)C.[CH3:11][C:12]1[CH:17]=[CH:16][N:15]=[CH:14][N:13]=1.[CH2:18]([O:20][C:21](=O)[O:22]CC)[CH3:19]. No catalyst specified. The product is [N:15]1[CH:16]=[CH:17][C:12]([CH2:11][C:21]([O:20][CH2:18][CH3:19])=[O:22])=[N:13][CH:14]=1. The yield is 0.780. (3) The reactants are [I:1][C:2]1[CH:3]=[C:4]([NH:28][C:29]([NH:31][C:32](=[O:36])[O:33][CH2:34][CH3:35])=S)[C:5]([NH:8][CH2:9][C:10]2[CH:15]=[CH:14][C:13]([O:16][CH2:17][C:18]3[CH:23]=[CH:22][C:21]([O:24][CH3:25])=[CH:20][CH:19]=3)=[C:12]([O:26][CH3:27])[CH:11]=2)=[N:6][CH:7]=1.C(N(CC)CC)C.C1(S(Cl)(=O)=O)C=CC=CC=1. The product is [CH2:34]([O:33][C:32](=[O:36])[NH:31][C:29]1[N:8]([CH2:9][C:10]2[CH:15]=[CH:14][C:13]([O:16][CH2:17][C:18]3[CH:23]=[CH:22][C:21]([O:24][CH3:25])=[CH:20][CH:19]=3)=[C:12]([O:26][CH3:27])[CH:11]=2)[C:5]2=[N:6][CH:7]=[C:2]([I:1])[CH:3]=[C:4]2[N:28]=1)[CH3:35]. The yield is 0.690. The catalyst is O1CCCC1. (4) The reactants are [F:1][C:2]([F:35])([F:34])[C:3]1[CH:4]=[C:5]([CH:27]=[C:28]([C:30]([F:33])([F:32])[F:31])[CH:29]=1)[CH2:6][N:7]1[C:13](=[O:14])[C:12]2[C:15]([C:20]3[CH:25]=[CH:24][CH:23]=[CH:22][C:21]=3[CH3:26])=[CH:16][C:17](Cl)=[N:18][C:11]=2[O:10][CH2:9][CH2:8]1.[N:36]1([CH:41]2[CH2:46][CH2:45][NH:44][CH2:43][CH2:42]2)[CH2:40][CH2:39][CH2:38][CH2:37]1. No catalyst specified. The product is [F:1][C:2]([F:35])([F:34])[C:3]1[CH:4]=[C:5]([CH:27]=[C:28]([C:30]([F:33])([F:32])[F:31])[CH:29]=1)[CH2:6][N:7]1[C:13](=[O:14])[C:12]2[C:15]([C:20]3[CH:25]=[CH:24][CH:23]=[CH:22][C:21]=3[CH3:26])=[CH:16][C:17]([N:44]3[CH2:45][CH2:46][CH:41]([N:36]4[CH2:40][CH2:39][CH2:38][CH2:37]4)[CH2:42][CH2:43]3)=[N:18][C:11]=2[O:10][CH2:9][CH2:8]1. The yield is 0.140. (5) The reactants are [Cl:1][C:2]1[CH:10]=[C:9]([C:11](=[O:14])[NH:12][CH3:13])[CH:8]=[C:7]([Cl:15])[C:3]=1[C:4]([OH:6])=O.S(Cl)(Cl)=O.[CH3:20][C:21]1[NH:35][C:24]2=[C:25]([NH:29][C:30]([CH:32]3[CH2:34][CH2:33]3)=[O:31])[N:26]=[CH:27][CH:28]=[C:23]2[CH:22]=1.[Cl-].[Al+3].[Cl-].[Cl-]. The catalyst is ClCCl.CO. The product is [Cl:15][C:7]1[CH:8]=[C:9]([CH:10]=[C:2]([Cl:1])[C:3]=1[C:4]([C:22]1[C:23]2[C:24](=[C:25]([NH:29][C:30]([CH:32]3[CH2:33][CH2:34]3)=[O:31])[N:26]=[CH:27][CH:28]=2)[NH:35][C:21]=1[CH3:20])=[O:6])[C:11]([NH:12][CH3:13])=[O:14]. The yield is 0.290.